This data is from Peptide-MHC class II binding affinity with 134,281 pairs from IEDB. The task is: Regression. Given a peptide amino acid sequence and an MHC pseudo amino acid sequence, predict their binding affinity value. This is MHC class II binding data. (1) The peptide sequence is ATTEEQKLIEDVNAS. The MHC is DRB1_0101 with pseudo-sequence DRB1_0101. The binding affinity (normalized) is 0.382. (2) The peptide sequence is VGLVVQIDHVRMSTK. The MHC is DRB1_0701 with pseudo-sequence DRB1_0701. The binding affinity (normalized) is 0.396. (3) The binding affinity (normalized) is 0.303. The MHC is DRB1_0101 with pseudo-sequence DRB1_0101. The peptide sequence is LINTIIFLKTNNWHA. (4) The peptide sequence is RTKYTATISGLKPGV. The MHC is HLA-DQA10301-DQB10302 with pseudo-sequence HLA-DQA10301-DQB10302. The binding affinity (normalized) is 0.0603. (5) The peptide sequence is DSKHQLDMIITAVNS. The MHC is DRB1_1101 with pseudo-sequence DRB1_1101. The binding affinity (normalized) is 0.197. (6) The peptide sequence is VPPVVRWLNEQRYYGGGY. The MHC is DRB1_0701 with pseudo-sequence DRB1_0701. The binding affinity (normalized) is 0. (7) The MHC is HLA-DQA10501-DQB10301 with pseudo-sequence HLA-DQA10501-DQB10301. The peptide sequence is AAATAGTTVHGAFAA. The binding affinity (normalized) is 0.588. (8) The peptide sequence is VAANRIQLLALIATN. The MHC is HLA-DQA10301-DQB10302 with pseudo-sequence HLA-DQA10301-DQB10302. The binding affinity (normalized) is 0.137. (9) The peptide sequence is SQDLELSWNLNTLQAY. The MHC is DRB1_1302 with pseudo-sequence DRB1_1302. The binding affinity (normalized) is 0.664. (10) The peptide sequence is SAALGPLIEGNTSLL. The MHC is DRB1_0301 with pseudo-sequence DRB1_0301. The binding affinity (normalized) is 0.355.